This data is from Catalyst prediction with 721,799 reactions and 888 catalyst types from USPTO. The task is: Predict which catalyst facilitates the given reaction. (1) Reactant: [O:1]=[C:2]1[N:6]2[C:7]3[CH:14]=[CH:13][C:12]([N:15]4[CH2:20][CH2:19][O:18][CH2:17][C:16]4=[O:21])=[CH:11][C:8]=3[O:9][CH2:10][C@H:5]2[C@H:4]([CH2:22][N:23]2C(=O)C3C(=CC=CC=3)C2=O)[O:3]1.C(Cl)Cl.CO. Product: [NH2:23][CH2:22][C@H:4]1[C@H:5]2[N:6]([C:7]3[CH:14]=[CH:13][C:12]([N:15]4[CH2:20][CH2:19][O:18][CH2:17][C:16]4=[O:21])=[CH:11][C:8]=3[O:9][CH2:10]2)[C:2](=[O:1])[O:3]1. The catalyst class is: 8. (2) Reactant: [Cl:1][C:2]1[CH:3]=[C:4]([C@@H:8]([C@@H:17]2[CH2:22][CH2:21][CH2:20][N:19]([C:23](=[O:44])[NH:24][C@@H:25]([CH2:38][CH2:39][C:40]([CH3:43])([CH3:42])[CH3:41])[CH2:26][N:27](C)[C:28](OCC[Si](C)(C)C)=O)[CH2:18]2)[O:9][CH2:10][CH2:11][NH:12][C:13](=[O:16])[O:14][CH3:15])[CH:5]=[CH:6][CH:7]=1.CCN(CC)CC.C(O)=O. Product: [Cl:1][C:2]1[CH:3]=[C:4]([C@@H:8]([C@@H:17]2[CH2:22][CH2:21][CH2:20][N:19]([C:23](=[O:44])[NH:24][C@@H:25]([CH2:38][CH2:39][C:40]([CH3:42])([CH3:41])[CH3:43])[CH2:26][NH:27][CH3:28])[CH2:18]2)[O:9][CH2:10][CH2:11][NH:12][C:13](=[O:16])[O:14][CH3:15])[CH:5]=[CH:6][CH:7]=1. The catalyst class is: 23. (3) Reactant: [C:1]1([C:7]2[O:11][N:10]=[CH:9][C:8]=2[CH:12]=O)[CH:6]=[CH:5][CH:4]=[CH:3][CH:2]=1.C(OP([CH2:22][C:23]([O:25][CH2:26][CH3:27])=[O:24])(OCC)=O)C.[H-].[Na+].Cl. Product: [C:1]1([C:7]2[O:11][N:10]=[CH:9][C:8]=2/[CH:12]=[CH:22]/[C:23]([O:25][CH2:26][CH3:27])=[O:24])[CH:2]=[CH:3][CH:4]=[CH:5][CH:6]=1. The catalyst class is: 9. (4) Reactant: [Br:1][C:2]1[S:6][C:5]([NH:7]C(=O)C)=[N:4][C:3]=1[C:11]1[C:16]([CH3:17])=[CH:15][C:14]([O:18][C:19]2[CH:24]=[CH:23][C:22]([O:25][CH3:26])=[CH:21][CH:20]=2)=[CH:13][C:12]=1[CH3:27].Cl.[OH-].[Na+]. Product: [Br:1][C:2]1[S:6][C:5]([NH2:7])=[N:4][C:3]=1[C:11]1[C:16]([CH3:17])=[CH:15][C:14]([O:18][C:19]2[CH:24]=[CH:23][C:22]([O:25][CH3:26])=[CH:21][CH:20]=2)=[CH:13][C:12]=1[CH3:27]. The catalyst class is: 5. (5) Product: [CH3:15][O:12][CH2:11][CH2:10][CH2:9][CH2:8][O:1][C:2]1[CH:7]=[CH:6][CH:5]=[CH:4][CH:3]=1. The catalyst class is: 3. Reactant: [O:1]([CH2:8][CH2:9][CH2:10][CH2:11][OH:12])[C:2]1[CH:7]=[CH:6][CH:5]=[CH:4][CH:3]=1.[H-].[Na+].[CH3:15]I.O. (6) Reactant: [CH2:1]([C:5]1[CH2:9][CH2:8][C:7](=[N:10][OH:11])[C:6]=1[C:12]1[CH:17]=[CH:16][C:15]([O:18]C)=[C:14]([F:20])[CH:13]=1)[CH2:2][CH2:3][CH3:4].B(Br)(Br)Br.C(=O)(O)[O-].[Na+]. Product: [CH2:1]([C:5]1[CH2:9][CH2:8][C:7](=[N:10][OH:11])[C:6]=1[C:12]1[CH:17]=[CH:16][C:15]([OH:18])=[C:14]([F:20])[CH:13]=1)[CH2:2][CH2:3][CH3:4]. The catalyst class is: 665.